From a dataset of Catalyst prediction with 721,799 reactions and 888 catalyst types from USPTO. Predict which catalyst facilitates the given reaction. Reactant: [H-].[Na+].[CH:3]1([N:6]([C:14]2[N:19]3[N:20]=[CH:21][C:22]([CH:23]=[O:24])=[C:18]3[N:17]=[C:16]([C:25]3[CH:30]=[CH:29][CH:28]=[C:27]([NH:31][S:32]([CH3:35])(=[O:34])=[O:33])[CH:26]=3)[CH:15]=2)C(=O)OC(C)(C)C)[CH2:5][CH2:4]1.[CH3:36]I. Product: [CH:3]1([NH:6][C:14]2[N:19]3[N:20]=[CH:21][C:22]([CH:23]=[O:24])=[C:18]3[N:17]=[C:16]([C:25]3[CH:26]=[C:27]([N:31]([CH3:36])[S:32]([CH3:35])(=[O:33])=[O:34])[CH:28]=[CH:29][CH:30]=3)[CH:15]=2)[CH2:4][CH2:5]1. The catalyst class is: 3.